From a dataset of Forward reaction prediction with 1.9M reactions from USPTO patents (1976-2016). Predict the product of the given reaction. (1) The product is: [CH3:1][O:2][C:3]([C:5]1[CH:6]=[C:7]2[C:12](=[C:13]([F:24])[C:14]=1[NH:15][C:16]1[CH:21]=[CH:20][C:19]([Br:22])=[CH:18][C:17]=1[F:23])[N:11]=[N:10][CH:9]=[C:8]2[NH2:26])=[O:4]. Given the reactants [CH3:1][O:2][C:3]([C:5]1[CH:6]=[C:7]2[C:12](=[C:13]([F:24])[C:14]=1[NH:15][C:16]1[CH:21]=[CH:20][C:19]([Br:22])=[CH:18][C:17]=1[F:23])[N:11]=[N:10][CH:9]=[C:8]2Cl)=[O:4].[NH3:26], predict the reaction product. (2) The product is: [O:10]([C:7]1[CH:8]=[CH:9][C:4]([NH2:1])=[N:5][CH:6]=1)[C:11]1[CH:12]=[CH:13][CH:14]=[CH:15][CH:16]=1. Given the reactants [N+:1]([C:4]1[CH:9]=[CH:8][C:7]([O:10][C:11]2[CH:16]=[CH:15][CH:14]=[CH:13][CH:12]=2)=[CH:6][N:5]=1)([O-])=O.O, predict the reaction product. (3) Given the reactants [CH:1]([NH2:4])([CH3:3])[CH3:2].C[Al](C)C.C([O:11][C:12]([C:14]1[S:18][C:17]([Cl:19])=[N:16][CH:15]=1)=O)C, predict the reaction product. The product is: [CH:1]([NH:4][C:12]([C:14]1[S:18][C:17]([Cl:19])=[N:16][CH:15]=1)=[O:11])([CH3:3])[CH3:2]. (4) Given the reactants C([N:3]([CH2:13][CH3:14])[C:4](=[O:12])[C:5]1[CH:10]=[CH:9][CH:8]=[CH:7][C:6]=1[CH3:11])C.[CH3:15][N:16]1[CH2:21][CH2:20][N:19](CC#N)[CH2:18][CH2:17]1, predict the reaction product. The product is: [CH3:15][N:16]1[CH2:21][CH2:20][N:19]([CH2:14][C:13]2[NH:3][C:4](=[O:12])[C:5]3[C:6]([CH:11]=2)=[CH:7][CH:8]=[CH:9][CH:10]=3)[CH2:18][CH2:17]1. (5) The product is: [Br:1][C:2]1[CH:3]=[CH:4][C:5]2[NH:6][C:7]3[C:12]([C:13]=2[C:14]=1[O:15][CH2:16][C@@H:17]([OH:18])[CH2:19][NH:6][CH2:5][CH:13]1[CH2:14][CH2:2][N:39]([S:36]([C:29]2[CH:28]=[CH:33][C:32]([O:34][CH3:35])=[CH:31][CH:30]=2)(=[O:37])=[O:38])[CH2:11][CH2:12]1)=[CH:11][CH:10]=[CH:9][CH:8]=3. Given the reactants [Br:1][C:2]1[CH:3]=[CH:4][C:5]2[NH:6][C:7]3[C:12]([C:13]=2[C:14]=1[O:15][CH2:16][C@@H:17]1[CH2:19][O:18]1)=[CH:11][CH:10]=[CH:9][CH:8]=3.NCC1CCN([C:28]2[CH:33]=[C:32]([O:34][CH3:35])[CH:31]=[CH:30][C:29]=2[S:36]([NH2:39])(=[O:38])=[O:37])CC1, predict the reaction product. (6) Given the reactants Cl[C:2]1[N:10]=[C:9]2[C:5]([N:6]=[CH:7][N:8]2[CH:11]2[CH2:15][CH2:14][CH2:13][CH2:12]2)=[C:4]([NH:16][C:17]2[CH:18]=[C:19]3[C:23](=[CH:24][CH:25]=2)[CH2:22][CH2:21][CH2:20]3)[N:3]=1.Cl.[OH:27][CH:28]1[CH2:33][CH2:32][CH2:31][NH:30][CH2:29]1.C([O-])([O-])=O.[K+].[K+].C(Cl)Cl, predict the reaction product. The product is: [CH:11]1([N:8]2[CH:7]=[N:6][C:5]3[C:9]2=[N:10][C:2]([N:30]2[CH2:31][CH2:32][CH2:33][CH:28]([OH:27])[CH2:29]2)=[N:3][C:4]=3[NH:16][C:17]2[CH:18]=[C:19]3[C:23](=[CH:24][CH:25]=2)[CH2:22][CH2:21][CH2:20]3)[CH2:15][CH2:14][CH2:13][CH2:12]1. (7) Given the reactants [CH2:1]([O:8][C:9]([N:11]1[C@H:15]([C:16]([OH:18])=[O:17])[CH2:14][NH:13][C:12]1=[O:19])=[O:10])[C:2]1[CH:7]=[CH:6][CH:5]=[CH:4][CH:3]=1.[CH:20]1[CH:25]=[CH:24][C:23]([CH2:26]Br)=[CH:22][CH:21]=1.C([O-])([O-])=O.[K+].[K+], predict the reaction product. The product is: [O:19]=[C:12]1[NH:13][CH2:14][C@@H:15]([C:16]([O:18][CH2:26][C:23]2[CH:24]=[CH:25][CH:20]=[CH:21][CH:22]=2)=[O:17])[N:11]1[C:9]([O:8][CH2:1][C:2]1[CH:7]=[CH:6][CH:5]=[CH:4][CH:3]=1)=[O:10]. (8) Given the reactants [N+:1]([C:4]1[CH:15]=[CH:14][C:7]([CH2:8][N:9]2[CH2:13][CH2:12][CH2:11][CH2:10]2)=[CH:6][CH:5]=1)([O-])=O.[H][H], predict the reaction product. The product is: [N:9]1([CH2:8][C:7]2[CH:6]=[CH:5][C:4]([NH2:1])=[CH:15][CH:14]=2)[CH2:13][CH2:12][CH2:11][CH2:10]1. (9) Given the reactants [CH:1]([C@@H:3]1[C@@H:7]([C:8]2[CH:13]=[CH:12][C:11]([O:14][CH3:15])=[CH:10][CH:9]=2)[CH2:6][CH2:5][N:4]1[C:16]([O:18][C:19]([CH3:22])([CH3:21])[CH3:20])=[O:17])=[O:2].O.O.P([O-])(O)(O)=[O:26].[Na+].CC(=CC)C.Cl([O-])=O.[Na+].[OH-].[Na+], predict the reaction product. The product is: [C:19]([O:18][C:16]([N:4]1[CH2:5][CH2:6][C@H:7]([C:8]2[CH:13]=[CH:12][C:11]([O:14][CH3:15])=[CH:10][CH:9]=2)[C@H:3]1[C:1]([OH:26])=[O:2])=[O:17])([CH3:22])([CH3:21])[CH3:20]. (10) Given the reactants [C:1]([C:4]1[CH:9]=[C:8]([F:10])[CH:7]=[CH:6][C:5]=1[S:11][C:12]1[CH:20]=[C:19]([Cl:21])[CH:18]=[CH:17][C:13]=1[C:14](O)=[O:15])(O)=[O:2].S(C1C=CC=CC=1C(OC)=O)C1C=CC=CC=1C(OC)=O, predict the reaction product. The product is: [Cl:21][C:19]1[CH:18]=[CH:17][C:13]([CH2:14][OH:15])=[C:12]([S:11][C:5]2[CH:6]=[CH:7][C:8]([F:10])=[CH:9][C:4]=2[CH2:1][OH:2])[CH:20]=1.